Dataset: CYP1A2 inhibition data for predicting drug metabolism from PubChem BioAssay. Task: Regression/Classification. Given a drug SMILES string, predict its absorption, distribution, metabolism, or excretion properties. Task type varies by dataset: regression for continuous measurements (e.g., permeability, clearance, half-life) or binary classification for categorical outcomes (e.g., BBB penetration, CYP inhibition). Dataset: cyp1a2_veith. (1) The compound is CC(=O)Nc1ccc(NCN2C(=O)C3C4CCC(C4)C3C2=O)cc1. The result is 0 (non-inhibitor). (2) The molecule is CCCSc1nnc(CSc2nc3nc(C)cc(C)n3n2)o1. The result is 0 (non-inhibitor). (3) The molecule is O=C(CCc1ccc(O)cc1)c1c(O)cc(O)cc1O. The result is 1 (inhibitor). (4) The compound is O=C(CCCn1c(=S)[nH]c2cc3c(cc2c1=O)OCO3)N1CCN(c2ncccn2)CC1. The result is 1 (inhibitor). (5) The drug is CC(=O)Nc1ccc(S(=O)(=O)NCC2CCC(C(=O)NCCC(C)C)CC2)cc1. The result is 0 (non-inhibitor). (6) The compound is O=C(CN(Cc1ccccc1Cl)C(=O)c1ccc(CN2CCOCC2)o1)NCC1CCCO1. The result is 0 (non-inhibitor).